From a dataset of Reaction yield outcomes from USPTO patents with 853,638 reactions. Predict the reaction yield, written as a fraction of the theoretical maximum amount of product (1.0 means a 100% yield; for example, 0.34 means a 34% yield). (1) The reactants are Br[C:2]1[C:3]([N+:8]([O-:10])=[O:9])=[N:4][CH:5]=[CH:6][CH:7]=1.[Br-].[CH:12]1([Zn+])[CH2:14][CH2:13]1. The catalyst is C1COCC1.C([O-])(=O)C.[Pd+2].C([O-])(=O)C.C1(P(C2CCCCC2)C2C=CC=CC=2C2C(OC)=CC=CC=2OC)CCCCC1. The product is [CH:12]1([C:2]2[C:3]([N+:8]([O-:10])=[O:9])=[N:4][CH:5]=[CH:6][CH:7]=2)[CH2:14][CH2:13]1. The yield is 0.670. (2) The reactants are [O:1]1[CH2:5][CH2:4][O:3][C:2]1([CH2:11][C:12](OC)=[O:13])[CH2:6][C:7](OC)=[O:8].[H-].[H-].[H-].[H-].[Li+].[Al+3]. The catalyst is C1COCC1. The product is [O:1]1[CH2:5][CH2:4][O:3][C:2]1([CH2:6][CH2:7][OH:8])[CH2:11][CH2:12][OH:13]. The yield is 0.660. (3) The reactants are [CH3:1][C:2]1[S:6][C:5]([C:7]([O:9][CH3:10])=[O:8])=[CH:4][C:3]=1[C:11]1[N:15]([CH3:16])[N:14]=[CH:13][C:12]=1[C:17]([CH3:19])=[CH2:18]. The catalyst is CO. The product is [CH3:1][C:2]1[S:6][C:5]([C:7]([O:9][CH3:10])=[O:8])=[CH:4][C:3]=1[C:11]1[N:15]([CH3:16])[N:14]=[CH:13][C:12]=1[CH:17]([CH3:19])[CH3:18]. The yield is 1.00. (4) The reactants are I[C:2]1[CH:3]=[C:4]([O:12][CH3:13])[C:5]([I:11])=[CH:6][C:7]=1[N+:8]([O-:10])=[O:9].C1([Mg]Cl)C=CC=CC=1.[CH3:22][C:23]([CH3:27])([CH3:26])[CH:24]=[O:25]. The catalyst is C1COCC1. The product is [I:11][C:5]1[C:4]([O:12][CH3:13])=[CH:3][C:2]([CH:24]([OH:25])[C:23]([CH3:27])([CH3:26])[CH3:22])=[C:7]([N+:8]([O-:10])=[O:9])[CH:6]=1. The yield is 0.720. (5) The reactants are Br[C:2]1[C:10]2[N:9]=[C:8]([CH3:11])[N:7]([CH2:12][C:13]3[C:22]4[C:17](=[CH:18][CH:19]=[CH:20][CH:21]=4)[CH:16]=[CH:15][CH:14]=3)[C:6]=2[CH:5]=[C:4]([N:23]2[CH2:28][CH2:27][O:26][CH2:25][CH2:24]2)[CH:3]=1.O.[CH3:30][N:31](C=O)C. The catalyst is C1C=CC([P]([Pd]([P](C2C=CC=CC=2)(C2C=CC=CC=2)C2C=CC=CC=2)([P](C2C=CC=CC=2)(C2C=CC=CC=2)C2C=CC=CC=2)[P](C2C=CC=CC=2)(C2C=CC=CC=2)C2C=CC=CC=2)(C2C=CC=CC=2)C2C=CC=CC=2)=CC=1.[C-]#N.[C-]#N.[Zn+2]. The product is [CH3:11][C:8]1[N:7]([CH2:12][C:13]2[C:22]3[C:17](=[CH:18][CH:19]=[CH:20][CH:21]=3)[CH:16]=[CH:15][CH:14]=2)[C:6]2[CH:5]=[C:4]([N:23]3[CH2:28][CH2:27][O:26][CH2:25][CH2:24]3)[CH:3]=[C:2]([C:30]#[N:31])[C:10]=2[N:9]=1. The yield is 0.680. (6) The reactants are [Br:1][C:2]1[CH:3]=[C:4]2[C:9](=[CH:10][CH:11]=1)[O:8][CH:7]([C:12]1[CH:13]=[N:14][CH:15]=[CH:16][CH:17]=1)[CH2:6][C:5]2=O.C[Si]([N:23]=[C:24]=[N:25][Si](C)(C)C)(C)C. The catalyst is C(Cl)Cl.Cl[Ti](Cl)(Cl)Cl. The product is [Br:1][C:2]1[CH:3]=[C:4]2[C:9](=[CH:10][CH:11]=1)[O:8][CH:7]([C:12]1[CH:13]=[N:14][CH:15]=[CH:16][CH:17]=1)[CH2:6]/[C:5]/2=[N:25]\[C:24]#[N:23]. The yield is 0.640. (7) The reactants are C(NC(C)C)(C)C.C([Li])CCC.[Br:13][C:14]1[CH:19]=[CH:18][C:17]([CH2:20][C:21]([OH:23])=[O:22])=[CH:16][CH:15]=1.I[CH2:25][CH:26]1[CH2:30][CH2:29][CH2:28][CH2:27]1. The catalyst is O1CCCC1.CN1CCCN(C)C1=O. The product is [Br:13][C:14]1[CH:15]=[CH:16][C:17]([CH:20]([CH2:25][CH:26]2[CH2:30][CH2:29][CH2:28][CH2:27]2)[C:21]([OH:23])=[O:22])=[CH:18][CH:19]=1. The yield is 0.500.